From a dataset of Reaction yield outcomes from USPTO patents with 853,638 reactions. Predict the reaction yield, written as a fraction of the theoretical maximum amount of product (1.0 means a 100% yield; for example, 0.34 means a 34% yield). (1) The reactants are [O:1]1[CH:5]=[CH:4][CH:3]=[C:2]1[C:6](=[O:12])[C:7]([O:9][CH2:10][CH3:11])=[O:8].[BH4-].[Na+].C(O)(=O)C. The catalyst is C(O)C.O. The product is [O:1]1[CH:5]=[CH:4][CH:3]=[C:2]1[CH:6]([OH:12])[C:7]([O:9][CH2:10][CH3:11])=[O:8]. The yield is 0.710. (2) The reactants are [CH:1]([C@H:4]1[CH2:8][O:7][C:6](=[O:9])[N:5]1[C:10]1[CH:15]=[CH:14][N:13]=[C:12]([NH:16][C@H:17]([C:19]2[CH:40]=[CH:39][C:22]([CH2:23][N:24]3[CH2:29][CH2:28][N:27](C(OC(C)(C)C)=O)[C:26]([CH3:38])([CH3:37])[CH2:25]3)=[CH:21][CH:20]=2)[CH3:18])[N:11]=1)([CH3:3])[CH3:2].C(O)(C(F)(F)F)=O.CC[NH+](CC)CC.CC[NH+](CC)CC.C([O-])([O-])=O. The catalyst is C(Cl)Cl. The product is [CH3:38][C:26]1([CH3:37])[NH:27][CH2:28][CH2:29][N:24]([CH2:23][C:22]2[CH:39]=[CH:40][C:19]([C@@H:17]([NH:16][C:12]3[N:11]=[C:10]([N:5]4[C@@H:4]([CH:1]([CH3:2])[CH3:3])[CH2:8][O:7][C:6]4=[O:9])[CH:15]=[CH:14][N:13]=3)[CH3:18])=[CH:20][CH:21]=2)[CH2:25]1. The yield is 0.360. (3) The catalyst is CCO.C1(C)C=CC=CC=1. The product is [F:37][C:4]1[CH:3]=[C:2]([NH:1][C:48]([NH:47][C:45](=[O:46])[CH2:44][C:38]2[CH:39]=[CH:40][CH:41]=[CH:42][CH:43]=2)=[S:49])[CH:36]=[CH:35][C:5]=1[O:6][C:7]1[CH:12]=[CH:11][N:10]=[C:9]2[CH:13]=[C:14]([C:16]3[N:17]([CH3:34])[C:18]([CH2:21][N:22]([CH2:30][CH2:31][O:32][CH3:33])[C:23](=[O:29])[O:24][C:25]([CH3:28])([CH3:27])[CH3:26])=[CH:19][N:20]=3)[S:15][C:8]=12. The reactants are [NH2:1][C:2]1[CH:36]=[CH:35][C:5]([O:6][C:7]2[CH:12]=[CH:11][N:10]=[C:9]3[CH:13]=[C:14]([C:16]4[N:17]([CH3:34])[C:18]([CH2:21][N:22]([CH2:30][CH2:31][O:32][CH3:33])[C:23](=[O:29])[O:24][C:25]([CH3:28])([CH3:27])[CH3:26])=[CH:19][N:20]=4)[S:15][C:8]=23)=[C:4]([F:37])[CH:3]=1.[C:38]1([CH2:44][C:45]([N:47]=[C:48]=[S:49])=[O:46])[CH:43]=[CH:42][CH:41]=[CH:40][CH:39]=1. The yield is 0.800. (4) The reactants are [Br:1][CH2:2][C:3]1[C:13]([F:14])=[CH:12][C:6]([C:7]([O:9][CH2:10][CH3:11])=[O:8])=[CH:5][C:4]=1[Cl:15].[CH:16]1[CH:21]=[CH:20][C:19]([P:22]([C:29]2[CH:34]=[CH:33][CH:32]=[CH:31][CH:30]=2)[C:23]2[CH:28]=[CH:27][CH:26]=[CH:25][CH:24]=2)=[CH:18][CH:17]=1. The catalyst is C1(C)C=CC=CC=1. The product is [Br-:1].[Cl:15][C:4]1[CH:5]=[C:6]([C:7]([O:9][CH2:10][CH3:11])=[O:8])[CH:12]=[C:13]([F:14])[C:3]=1[CH2:2][P+:22]([C:23]1[CH:24]=[CH:25][CH:26]=[CH:27][CH:28]=1)([C:29]1[CH:34]=[CH:33][CH:32]=[CH:31][CH:30]=1)[C:19]1[CH:18]=[CH:17][CH:16]=[CH:21][CH:20]=1. The yield is 0.860. (5) The reactants are [N:1]1([CH2:10][C:11]2[N:16]=[C:15]3[S:17][C:18]4[CH2:23][S:22][CH2:21][CH2:20][C:19]=4[C:14]3=[C:13]([C:24]3[CH:29]=[CH:28][C:27]([O:30][CH3:31])=[CH:26][CH:25]=3)[C:12]=2[Cl:32])[C:5]2[CH:6]=[CH:7][CH:8]=[CH:9][C:4]=2[N:3]=[CH:2]1.ClC1C=CC=C(C(OO)=[O:41])C=1.O. The catalyst is C(Cl)Cl. The product is [N:1]1([CH2:10][C:11]2[N:16]=[C:15]3[S:17][C:18]4[CH2:23][S:22](=[O:41])[CH2:21][CH2:20][C:19]=4[C:14]3=[C:13]([C:24]3[CH:25]=[CH:26][C:27]([O:30][CH3:31])=[CH:28][CH:29]=3)[C:12]=2[Cl:32])[C:5]2[CH:6]=[CH:7][CH:8]=[CH:9][C:4]=2[N:3]=[CH:2]1. The yield is 0.640. (6) The reactants are [CH3:1][N:2]1[C:6]([CH3:7])=[C:5]([C:8](Cl)=[O:9])[C:4]([CH3:11])=[N:3]1.[CH2:12]([C:16]1[CH:17]=[C:18]([CH:20]=[CH:21][C:22]=1[C:23]([O:32][CH3:33])([C:28]([F:31])([F:30])[F:29])[C:24]([F:27])([F:26])[F:25])[NH2:19])[CH:13]([CH3:15])[CH3:14].C(N(CC)CC)C. The catalyst is O1CCCC1.C(OCC)(=O)C. The product is [CH2:12]([C:16]1[CH:17]=[C:18]([NH:19][C:8]([C:5]2[C:4]([CH3:11])=[N:3][N:2]([CH3:1])[C:6]=2[CH3:7])=[O:9])[CH:20]=[CH:21][C:22]=1[C:23]([O:32][CH3:33])([C:24]([F:27])([F:25])[F:26])[C:28]([F:29])([F:30])[F:31])[CH:13]([CH3:15])[CH3:14]. The yield is 0.800. (7) The reactants are Cl[C:2]1[N:7]=[C:6]([C:8]2[CH:9]=[CH:10][C:11]([O:16][CH:17]3[CH2:22][CH2:21][O:20][CH2:19][CH2:18]3)=[C:12]([CH:15]=2)[C:13]#[N:14])[CH:5]=[CH:4][N:3]=1.[O:23]1[CH2:28][CH2:27][N:26]([C:29]2[CH:35]=[CH:34][C:32]([NH2:33])=[CH:31][CH:30]=2)[CH2:25][CH2:24]1. The catalyst is CCO.O1CCOCC1. The product is [O:23]1[CH2:24][CH2:25][N:26]([C:29]2[CH:30]=[CH:31][C:32]([NH:33][C:2]3[N:7]=[C:6]([C:8]4[CH:9]=[CH:10][C:11]([O:16][CH:17]5[CH2:22][CH2:21][O:20][CH2:19][CH2:18]5)=[C:12]([CH:15]=4)[C:13]#[N:14])[CH:5]=[CH:4][N:3]=3)=[CH:34][CH:35]=2)[CH2:27][CH2:28]1. The yield is 1.00. (8) The reactants are ClCCC[N:5]1[C:9]2[CH:10]=[C:11]([O:14][CH3:15])[CH:12]=[CH:13][C:8]=2[N:7]=[N:6]1.[O:16]1[C:20]2[CH:21]=[CH:22][CH:23]=[CH:24][C:19]=2[C:18]([CH:25]2[CH2:30][CH2:29][NH:28][CH2:27][CH2:26]2)=[N:17]1.[CH:31](N(C(C)C)CC)([CH3:33])[CH3:32].[I-].[K+]. The catalyst is C(#N)C. The product is [O:14]([C:11]1[CH:12]=[C:13]([CH2:32][CH2:31][CH2:33][N:28]2[CH2:29][CH2:30][CH:25]([C:18]3[C:19]4[CH:24]=[CH:23][CH:22]=[CH:21][C:20]=4[O:16][N:17]=3)[CH2:26][CH2:27]2)[C:8]2[N:7]=[N:6][NH:5][C:9]=2[CH:10]=1)[CH3:15]. The yield is 0.672. (9) The reactants are O(P(O[C:18]1[N:19]([C:24]([O:26][C:27]([CH3:30])([CH3:29])[CH3:28])=[O:25])[CH2:20][CH2:21][O:22][CH:23]=1)(OC1C=CC=CC=1)=O)C1C=CC=CC=1.[OH:31][C:32]1[CH:33]=[C:34](B(O)O)[CH:35]=[CH:36][CH:37]=1. No catalyst specified. The product is [OH:31][C:32]1[CH:37]=[C:36]([C:18]2[N:19]([C:24]([O:26][C:27]([CH3:28])([CH3:29])[CH3:30])=[O:25])[CH2:20][CH2:21][O:22][CH:23]=2)[CH:35]=[CH:34][CH:33]=1. The yield is 0.350.